This data is from Full USPTO retrosynthesis dataset with 1.9M reactions from patents (1976-2016). The task is: Predict the reactants needed to synthesize the given product. (1) Given the product [CH3:1][O:2][C:3](=[O:17])[C:4]([CH3:15])([CH3:16])[CH2:5][C:6]1[CH:11]=[C:10]([O:12][CH3:13])[CH:9]=[CH:8][N:7]=1, predict the reactants needed to synthesize it. The reactants are: [CH3:1][O:2][C:3](=[O:17])[C:4]([CH3:16])([CH3:15])[CH:5](O)[C:6]1[CH:11]=[C:10]([O:12][CH3:13])[CH:9]=[CH:8][N:7]=1.CCN(C(C)C)C(C)C.FC(F)(F)S(OS(C(F)(F)F)(=O)=O)(=O)=O.[I-].[Na+]. (2) Given the product [CH2:22]([O:21][CH2:20][C:15]([CH2:14][O:13][CH2:1][CH2:2][CH2:3][CH2:4][CH2:5][CH2:6][CH2:7][CH2:8][CH2:9][CH2:10][CH2:11][CH3:12])([CH2:18][O:19][CH2:40][CH2:39][N:38]([CH3:42])[CH3:37])[CH2:16][O:17][CH2:40][CH2:39][N:38]([CH3:42])[CH3:37])[CH2:23][CH2:24][CH2:25][CH2:26][CH2:27][CH2:28][CH2:29][CH2:30][CH2:31][CH2:32][CH3:33], predict the reactants needed to synthesize it. The reactants are: [CH2:1]([O:13][CH2:14][C:15]([CH2:20][O:21][CH2:22][CH2:23][CH2:24][CH2:25][CH2:26][CH2:27][CH2:28][CH2:29][CH2:30][CH2:31][CH2:32][CH3:33])([CH2:18][OH:19])[CH2:16][OH:17])[CH2:2][CH2:3][CH2:4][CH2:5][CH2:6][CH2:7][CH2:8][CH2:9][CH2:10][CH2:11][CH3:12].[H-].[Na+].Cl.[CH3:37][N:38]([CH3:42])[CH2:39][CH2:40]Cl. (3) The reactants are: C([O:8][C:9]1[CH:14]=[CH:13][N:12]=[C:11]([C:15]2[CH:20]=[CH:19][C:18]([CH2:21][C:22]#[N:23])=[CH:17][CH:16]=2)[N:10]=1)C1C=CC=CC=1. Given the product [OH:8][C:9]1[CH:14]=[CH:13][N:12]=[C:11]([C:15]2[CH:20]=[CH:19][C:18]([CH2:21][C:22]#[N:23])=[CH:17][CH:16]=2)[N:10]=1, predict the reactants needed to synthesize it. (4) Given the product [C:1]([O:5][C@@H:6]([C:12]1[C:13]([CH3:36])=[N:14][C:15]2[N:16]([N:19]=[C:20]([C:22](=[O:35])[NH:23][CH2:24][C:25](=[O:34])[CH2:26][C:27]3[CH:32]=[CH:31][C:30]([F:33])=[CH:29][CH:28]=3)[CH:21]=2)[C:17]=1[N:42]1[CH2:43][CH2:44][C:39]([O:38][CH3:37])([CH3:45])[CH2:40][CH2:41]1)[C:7]([O:9][CH2:10][CH3:11])=[O:8])([CH3:4])([CH3:3])[CH3:2], predict the reactants needed to synthesize it. The reactants are: [C:1]([O:5][C@@H:6]([C:12]1[C:13]([CH3:36])=[N:14][C:15]2[N:16]([N:19]=[C:20]([C:22](=[O:35])[NH:23][CH2:24][C:25](=[O:34])[CH2:26][C:27]3[CH:32]=[CH:31][C:30]([F:33])=[CH:29][CH:28]=3)[CH:21]=2)[C:17]=1I)[C:7]([O:9][CH2:10][CH3:11])=[O:8])([CH3:4])([CH3:3])[CH3:2].[CH3:37][O:38][C:39]1([CH3:45])[CH2:44][CH2:43][NH:42][CH2:41][CH2:40]1.Cl.CCN(C(C)C)C(C)C. (5) Given the product [CH3:18][N:19]([CH3:23])[C:20](=[S:21])[O:11][C:5]1[CH:4]=[C:3]([C:1]#[N:2])[CH:8]=[C:7]([C:9]#[N:10])[CH:6]=1, predict the reactants needed to synthesize it. The reactants are: [C:1]([C:3]1[CH:4]=[C:5]([OH:11])[CH:6]=[C:7]([C:9]#[N:10])[CH:8]=1)#[N:2].C(=O)([O-])[O-].[Na+].[Na+].[CH3:18][N:19]([CH3:23])[C:20](Cl)=[S:21].O.